The task is: Predict the reaction yield, written as a fraction of the theoretical maximum amount of product (1.0 means a 100% yield; for example, 0.34 means a 34% yield).. This data is from Reaction yield outcomes from USPTO patents with 853,638 reactions. (1) The reactants are [F:1][C:2]1[CH:7]=[C:6]([N+:8]([O-])=O)[CH:5]=[CH:4][C:3]=1[CH2:11][CH2:12][CH2:13][C:14]#[N:15].C(O)(=O)C. The catalyst is C(OCC)(=O)C.[Fe]. The product is [NH2:8][C:6]1[CH:5]=[CH:4][C:3]([CH2:11][CH2:12][CH2:13][C:14]#[N:15])=[C:2]([F:1])[CH:7]=1. The yield is 0.830. (2) The reactants are [Cl:1][C:2]1[CH:3]=[C:4]([N:9]([CH2:14][CH2:15][O:16][CH3:17])[CH2:10][C:11]([OH:13])=O)[CH:5]=[CH:6][C:7]=1[Cl:8].[Li].[CH2:19]([N:21]([CH2:24][CH3:25])[CH2:22][CH3:23])[CH3:20].F[P-](F)(F)(F)(F)F.N1(O[P+](N(C)C)(N(C)C)N(C)C)[C:37]2[CH:38]=[CH:39][CH:40]=[CH:41][C:36]=2N=N1.F[C:54](F)(F)[C:55](O)=O.C[C:61]#[N:62].O. The catalyst is CN(C=O)C. The product is [C:55]1([C:36]2[CH:37]=[CH:38][CH:39]=[CH:40][CH:41]=2)[CH:54]=[CH:6][C:7]([CH:20]([N:62]([CH3:61])[C:11](=[O:13])[CH2:10][N:9]([C:4]2[CH:5]=[CH:6][C:7]([Cl:8])=[C:2]([Cl:1])[CH:3]=2)[CH2:14][CH2:15][O:16][CH3:17])[CH2:19][N:21]2[CH2:24][CH2:25][CH2:23][CH2:22]2)=[CH:2][CH:3]=1. The yield is 0.610. (3) The yield is 0.460. The reactants are [CH3:1][C:2]1[NH:3][C:4]2[C:9]([CH:10]=1)=[CH:8][C:7]([C:11]([OH:13])=O)=[CH:6][CH:5]=2.[CH2:14]1[C@H:23]2[C@H:18]([CH2:19][CH2:20][C:21]3[CH:27]=[CH:26][CH:25]=[CH:24][C:22]=32)[NH:17][CH2:16][CH2:15]1.F[P-](F)(F)(F)(F)F.N1(OC(N(C)C)=[N+](C)C)C2N=CC=CC=2N=N1. The product is [CH2:14]1[C@H:23]2[C@H:18]([CH2:19][CH2:20][C:21]3[CH:27]=[CH:26][CH:25]=[CH:24][C:22]=32)[N:17]([C:11]([C:7]2[CH:8]=[C:9]3[C:4](=[CH:5][CH:6]=2)[NH:3][C:2]([CH3:1])=[CH:10]3)=[O:13])[CH2:16][CH2:15]1. No catalyst specified.